This data is from Catalyst prediction with 721,799 reactions and 888 catalyst types from USPTO. The task is: Predict which catalyst facilitates the given reaction. (1) Reactant: [H-].[Na+].[CH2:3]([O:5][C:6]([C:8]1[CH:9]=[N:10][N:11]([C:14]2[CH:19]=[CH:18][C:17]([CH2:20][OH:21])=[CH:16][N:15]=2)[C:12]=1[CH3:13])=[O:7])[CH3:4].[CH2:22](I)[CH3:23].O. Product: [CH2:3]([O:5][C:6]([C:8]1[CH:9]=[N:10][N:11]([C:14]2[CH:19]=[CH:18][C:17]([CH2:20][O:21][CH2:22][CH3:23])=[CH:16][N:15]=2)[C:12]=1[CH3:13])=[O:7])[CH3:4]. The catalyst class is: 9. (2) Reactant: [NH:1]1[C:5]2[CH:6]=[CH:7][CH:8]=[CH:9][C:4]=2[N:3]=[C:2]1[N:10]1[CH:15]=[C:14]([C:16]2[C:20]3=[N:21][CH:22]=[CH:23][CH:24]=[C:19]3[N:18]([CH2:25][CH3:26])[N:17]=2)[CH:13]=[CH:12][C:11]1=[O:27].CI.[C:30]([O-])([O-])=O.[Cs+].[Cs+].O. Product: [CH2:25]([N:18]1[C:19]2[C:20](=[N:21][CH:22]=[CH:23][CH:24]=2)[C:16]([C:14]2[CH:13]=[CH:12][C:11](=[O:27])[N:10]([C:2]3[N:1]([CH3:30])[C:5]4[CH:6]=[CH:7][CH:8]=[CH:9][C:4]=4[N:3]=3)[CH:15]=2)=[N:17]1)[CH3:26]. The catalyst class is: 3. (3) Reactant: [C:1]([O:5][C:6](=[O:25])[NH:7][C:8]1[CH2:9][O:10][CH2:11][C@:12]([C:17]2[CH:22]=[C:21]([NH2:23])[CH:20]=[CH:19][C:18]=2[F:24])([CH:14]([F:16])[F:15])[N:13]=1)([CH3:4])([CH3:3])[CH3:2].[C:26]([C:28]1[CH:29]=[CH:30][C:31]([C:34](O)=[O:35])=[N:32][CH:33]=1)#[N:27].C1C=C2N=NN(O)C2=CC=1.O.C(Cl)CCl. Product: [C:1]([O:5][C:6](=[O:25])[NH:7][C:8]1[CH2:9][O:10][CH2:11][C@:12]([C:17]2[CH:22]=[C:21]([NH:23][C:34]([C:31]3[CH:30]=[CH:29][C:28]([C:26]#[N:27])=[CH:33][N:32]=3)=[O:35])[CH:20]=[CH:19][C:18]=2[F:24])([CH:14]([F:16])[F:15])[N:13]=1)([CH3:4])([CH3:2])[CH3:3]. The catalyst class is: 173. (4) The catalyst class is: 112. Product: [N:39]1[CH:44]=[C:43]([C:45]2[CH:46]=[C:47]([NH:48][C:14]([C:1]3[C:13]4[NH:12][C:11]5[C:6](=[CH:7][CH:8]=[CH:9][CH:10]=5)[C:5]=4[CH:4]=[CH:3][CH:2]=3)=[O:16])[CH:49]=[CH:50][CH:51]=2)[CH:42]=[N:41][CH:40]=1. Reactant: [C:1]1([C:14]([OH:16])=O)[C:13]2[NH:12][C:11]3[C:6](=[CH:7][CH:8]=[CH:9][CH:10]=3)[C:5]=2[CH:4]=[CH:3][CH:2]=1.ON1C2C=CC=CC=2N=N1.Cl.C(N=C=NCCCN(C)C)C.[N:39]1[CH:44]=[C:43]([C:45]2[CH:46]=[C:47]([CH:49]=[CH:50][CH:51]=2)[NH2:48])[CH:42]=[N:41][CH:40]=1. (5) Reactant: [O:1]=[C:2]1[C:6]2([CH2:11][CH2:10][N:9]([CH2:12][CH2:13][CH2:14][N:15]3[C:19]4[CH:20]=[CH:21][CH:22]=[CH:23][C:18]=4[NH:17][C:16]3=[O:24])[CH2:8][CH2:7]2)[N:5]([C:25]2[CH:30]=[CH:29][CH:28]=[CH:27][CH:26]=2)[CH2:4][N:3]1[CH2:31][C:32]1[CH:33]=[C:34]([CH:42]=[CH:43][CH:44]=1)[C:35]([O:37]C(C)(C)C)=[O:36].Cl. Product: [O:1]=[C:2]1[C:6]2([CH2:7][CH2:8][N:9]([CH2:12][CH2:13][CH2:14][N:15]3[C:19]4[CH:20]=[CH:21][CH:22]=[CH:23][C:18]=4[NH:17][C:16]3=[O:24])[CH2:10][CH2:11]2)[N:5]([C:25]2[CH:30]=[CH:29][CH:28]=[CH:27][CH:26]=2)[CH2:4][N:3]1[CH2:31][C:32]1[CH:33]=[C:34]([CH:42]=[CH:43][CH:44]=1)[C:35]([OH:37])=[O:36]. The catalyst class is: 12. (6) The catalyst class is: 7. Product: [CH:16]1([C:3]2[CH:8]=[CH:7][CH:6]=[CH:5][C:4]=2[C:9]2[O:10][CH2:11][C:12]([CH3:15])([CH3:14])[N:13]=2)[CH2:18][CH2:17]1. Reactant: CO[C:3]1[CH:8]=[CH:7][CH:6]=[CH:5][C:4]=1[C:9]1[O:10][CH2:11][C:12]([CH3:15])([CH3:14])[N:13]=1.[CH:16]1([Mg]Br)[CH2:18][CH2:17]1.